Task: Predict the reaction yield, written as a fraction of the theoretical maximum amount of product (1.0 means a 100% yield; for example, 0.34 means a 34% yield).. Dataset: Reaction yield outcomes from USPTO patents with 853,638 reactions (1) The reactants are Br[C:2]1[CH:3]=[C:4]([CH3:12])[C:5]([O:9][CH2:10][F:11])=[C:6]([CH3:8])[CH:7]=1.C([Li])CCC.[Br:18][C:19]1[CH:20]=[C:21]([C:25]([C:33]2[C:34]([C:39]#[N:40])=[N:35][CH:36]=[CH:37][CH:38]=2)=[N:26]S(C(C)(C)C)=O)[CH:22]=[CH:23][CH:24]=1.C([O-])(O)=O.[Na+].Cl.N. The catalyst is C1COCC1.O.CCOC(C)=O. The product is [Br:18][C:19]1[CH:20]=[C:21]([C:25]2([C:2]3[CH:3]=[C:4]([CH3:12])[C:5]([O:9][CH2:10][F:11])=[C:6]([CH3:8])[CH:7]=3)[C:33]3[C:34](=[N:35][CH:36]=[CH:37][CH:38]=3)[C:39]([NH2:40])=[N:26]2)[CH:22]=[CH:23][CH:24]=1. The yield is 0.220. (2) The reactants are COC1C=C(OC)C=CC=1C[N:6]1[CH2:14][C:13]2[C:12]([F:15])=[C:11]([NH:16][C@H:17]([CH2:21][CH:22]([CH3:24])[CH3:23])[C:18]([NH2:20])=[O:19])[N:10]=[C:9]([C:25]3[CH:26]=[N:27][N:28]([CH3:30])[CH:29]=3)[C:8]=2[C:7]1=[O:31]. The catalyst is C(O)(C(F)(F)F)=O. The product is [F:15][C:12]1[C:13]2[CH2:14][NH:6][C:7](=[O:31])[C:8]=2[C:9]([C:25]2[CH:26]=[N:27][N:28]([CH3:30])[CH:29]=2)=[N:10][C:11]=1[NH:16][C@H:17]([CH2:21][CH:22]([CH3:24])[CH3:23])[C:18]([NH2:20])=[O:19]. The yield is 0.460.